Task: Predict the product of the given reaction.. Dataset: Forward reaction prediction with 1.9M reactions from USPTO patents (1976-2016) (1) Given the reactants [NH2:1][CH2:2][C:3]1[C:12](=[O:13])[C:11]2[C:6](=[CH:7][C:8]([Cl:14])=[CH:9][CH:10]=2)[N:5]([C:15]2[CH:20]=[CH:19][CH:18]=[CH:17][CH:16]=2)[CH:4]=1.[O:21]1[C:25]([C:26]2[CH:34]=[CH:33][C:29]([C:30](O)=[O:31])=[CH:28][CH:27]=2)=[CH:24][N:23]=[CH:22]1, predict the reaction product. The product is: [Cl:14][C:8]1[CH:7]=[C:6]2[C:11]([C:12](=[O:13])[C:3]([CH2:2][NH:1][C:30](=[O:31])[C:29]3[CH:28]=[CH:27][C:26]([C:25]4[O:21][CH:22]=[N:23][CH:24]=4)=[CH:34][CH:33]=3)=[CH:4][N:5]2[C:15]2[CH:16]=[CH:17][CH:18]=[CH:19][CH:20]=2)=[CH:10][CH:9]=1. (2) Given the reactants [CH3:1][N:2]1[CH:10]=[C:9]2[C:4]([CH:5]=[CH:6][CH:7]=[C:8]2[C@@H:11]2[CH2:13][C@H:12]2[CH2:14][NH2:15])=[N:3]1.C(N(CC)CC)C.[C:23](O[C:23](=[O:26])[CH2:24][CH3:25])(=[O:26])[CH2:24][CH3:25], predict the reaction product. The product is: [CH3:1][N:2]1[CH:10]=[C:9]2[C:4]([CH:5]=[CH:6][CH:7]=[C:8]2[C@@H:11]2[CH2:13][C@H:12]2[CH2:14][NH:15][C:23](=[O:26])[CH2:24][CH3:25])=[N:3]1. (3) Given the reactants [H-].[Na+].[C:3]1([C:9]2[O:13][N:12]=[C:11]([CH2:14][P:15](=[O:22])([O:19][CH2:20][CH3:21])[O:16][CH2:17][CH3:18])[N:10]=2)[CH:8]=[CH:7][CH:6]=[CH:5][CH:4]=1.[CH3:23]I, predict the reaction product. The product is: [C:3]1([C:9]2[O:13][N:12]=[C:11]([CH:14]([P:15](=[O:22])([O:16][CH2:17][CH3:18])[O:19][CH2:20][CH3:21])[CH3:23])[N:10]=2)[CH:4]=[CH:5][CH:6]=[CH:7][CH:8]=1.